From a dataset of Reaction yield outcomes from USPTO patents with 853,638 reactions. Predict the reaction yield, written as a fraction of the theoretical maximum amount of product (1.0 means a 100% yield; for example, 0.34 means a 34% yield). (1) The reactants are Br[C:2]1[C:7]([F:8])=[CH:6][C:5]([N:9]2[CH:14]=[C:13]([O:15][CH3:16])[C:12](=[O:17])[C:11]([C:18]3[N:22]([C:23]4[CH:28]=[CH:27][CH:26]=[CH:25][CH:24]=4)[N:21]=[CH:20][CH:19]=3)=[N:10]2)=[C:4]([F:29])[CH:3]=1.[NH:30]1[CH2:34][CH2:33][CH2:32][C:31]1=[O:35].CNCCNC.[O-]P([O-])([O-])=O.[K+].[K+].[K+]. The catalyst is O1CCOCC1.[Cu]I. The product is [F:29][C:4]1[CH:3]=[C:2]([N:30]2[CH2:34][CH2:33][CH2:32][C:31]2=[O:35])[C:7]([F:8])=[CH:6][C:5]=1[N:9]1[CH:14]=[C:13]([O:15][CH3:16])[C:12](=[O:17])[C:11]([C:18]2[N:22]([C:23]3[CH:28]=[CH:27][CH:26]=[CH:25][CH:24]=3)[N:21]=[CH:20][CH:19]=2)=[N:10]1. The yield is 0.0600. (2) The reactants are [CH3:1][O:2][C:3]1[CH:11]=[C:10]([O:12][CH3:13])[CH:9]=[CH:8][C:4]=1[C:5]([OH:7])=O.[NH2:14][C@H:15]1[CH2:20][C:19]2[C:21]([N:25]3[CH2:30][CH2:29][N:28]([CH3:31])[CH2:27][CH2:26]3)=[CH:22][CH:23]=[CH:24][C:18]=2[O:17][CH2:16]1.C(N(CC)CC)C. The catalyst is S(Cl)(Cl)=O.C(Cl)Cl. The product is [CH3:31][N:28]1[CH2:29][CH2:30][N:25]([C:21]2[C:19]3[CH2:20][C@H:15]([NH:14][C:5](=[O:7])[C:4]4[CH:8]=[CH:9][C:10]([O:12][CH3:13])=[CH:11][C:3]=4[O:2][CH3:1])[CH2:16][O:17][C:18]=3[CH:24]=[CH:23][CH:22]=2)[CH2:26][CH2:27]1. The yield is 0.710. (3) The reactants are Cl[C:2]1[N:10]=[CH:9][N:8]=[C:7]2[C:3]=1[NH:4][CH:5]=[N:6]2.[Br:11][C:12]1[CH:13]=[C:14]([CH:16]=[CH:17][CH:18]=1)[NH2:15]. The catalyst is Cl.C(O)(C)C. The product is [Br:11][C:12]1[CH:13]=[C:14]([NH:15][C:2]2[N:10]=[CH:9][N:8]=[C:7]3[C:3]=2[NH:4][CH:5]=[N:6]3)[CH:16]=[CH:17][CH:18]=1. The yield is 0.910.